Dataset: Catalyst prediction with 721,799 reactions and 888 catalyst types from USPTO. Task: Predict which catalyst facilitates the given reaction. Reactant: [CH:1]1([C:5]2[CH:14]=[CH:13][C:8]([C:9]([O:11][CH3:12])=[O:10])=[CH:7][CH:6]=2)[CH2:4][CH2:3][CH2:2]1.[N+:15]([O-])([OH:17])=[O:16].O. Product: [CH:1]1([C:5]2[CH:6]=[CH:7][C:8]([C:9]([O:11][CH3:12])=[O:10])=[CH:13][C:14]=2[N+:15]([O-:17])=[O:16])[CH2:2][CH2:3][CH2:4]1. The catalyst class is: 152.